From a dataset of Reaction yield outcomes from USPTO patents with 853,638 reactions. Predict the reaction yield, written as a fraction of the theoretical maximum amount of product (1.0 means a 100% yield; for example, 0.34 means a 34% yield). (1) The reactants are Cl[C:2]1[C:3]([C:12]#N)=[N:4][CH:5]=[C:6]([C:8]([F:11])([F:10])[F:9])[CH:7]=1.C[Mg]Br.Cl.[SH:18][CH2:19][C:20]([O:22][CH2:23][CH3:24])=[O:21].[C:25](=O)([O-])[O-].[K+].[K+]. The catalyst is O1CCCC1.C(OCC)C.O.CN(C)C=O. The product is [CH3:25][C:12]1[C:3]2=[N:4][CH:5]=[C:6]([C:8]([F:11])([F:10])[F:9])[CH:7]=[C:2]2[S:18][C:19]=1[C:20]([O:22][CH2:23][CH3:24])=[O:21]. The yield is 0.540. (2) The reactants are Cl[C:2]([C:5]([C:8]([C:11]([CH2:17][C:18]([S:21]([F:24])(=[O:23])=[O:22])([F:20])[F:19])([C:13]([F:16])([F:15])[F:14])[F:12])([F:10])[F:9])(Cl)[F:6])([F:4])[F:3].C(O)(=O)C.C(OC(=O)C)(=O)C. The catalyst is CN(C=O)C.[Zn]. The product is [F:16][C:13]([F:14])([F:15])[C:11]([F:12])([C:8]([F:9])([F:10])[C:5]([F:6])=[C:2]([F:4])[F:3])[CH2:17][C:18]([F:20])([F:19])[S:21]([F:24])(=[O:22])=[O:23]. The yield is 0.530. (3) The reactants are [OH-].[Na+].C(O[C:6]([C:8]1[NH:9][C:10]([CH3:37])=[C:11]([C:14]2[NH:15][C:16]3[CH:22]=[C:21]([S:23][C:24]4[CH:29]=[CH:28][N:27]=[CH:26][CH:25]=4)[C:20]([O:30][C:31]4[CH:36]=[CH:35][CH:34]=[CH:33][CH:32]=4)=[CH:19][C:17]=3[N:18]=2)[C:12]=1[CH3:13])=[O:7])C.[CH2:38]([N:40]=[C:41]=NCCCN(C)C)C.CNC. The catalyst is CN(C)C=O.C(O)C. The product is [CH3:38][N:40]([CH3:41])[C:6]([C:8]1[NH:9][C:10]([CH3:37])=[C:11]([C:14]2[NH:15][C:16]3[CH:22]=[C:21]([S:23][C:24]4[CH:29]=[CH:28][N:27]=[CH:26][CH:25]=4)[C:20]([O:30][C:31]4[CH:32]=[CH:33][CH:34]=[CH:35][CH:36]=4)=[CH:19][C:17]=3[N:18]=2)[C:12]=1[CH3:13])=[O:7]. The yield is 0.430.